The task is: Regression. Given a peptide amino acid sequence and an MHC pseudo amino acid sequence, predict their binding affinity value. This is MHC class I binding data.. This data is from Peptide-MHC class I binding affinity with 185,985 pairs from IEDB/IMGT. (1) The peptide sequence is KRLSVNQKY. The MHC is HLA-B27:05 with pseudo-sequence HLA-B27:05. The binding affinity (normalized) is 0.617. (2) The peptide sequence is LESLWAPFGV. The MHC is HLA-B40:02 with pseudo-sequence HLA-B40:02. The binding affinity (normalized) is 0.531. (3) The peptide sequence is AGVWSQDKW. The MHC is H-2-Dd with pseudo-sequence H-2-Dd. The binding affinity (normalized) is 0.367.